Dataset: Catalyst prediction with 721,799 reactions and 888 catalyst types from USPTO. Task: Predict which catalyst facilitates the given reaction. (1) Reactant: [CH3:1][O:2][C:3]1[CH:4]=[C:5]([C:12]2[CH:17]=[CH:16][CH:15]=[CH:14][CH:13]=2)[CH:6]=[C:7]([N+:9]([O-])=O)[CH:8]=1. Product: [CH3:1][O:2][C:3]1[CH:8]=[C:7]([NH2:9])[CH:6]=[C:5]([C:12]2[CH:17]=[CH:16][CH:15]=[CH:14][CH:13]=2)[CH:4]=1. The catalyst class is: 29. (2) Reactant: [CH3:1][N:2]1[C@@H:12]2[CH2:13][C:14]3[CH:19]=[CH:18][C:17]([OH:20])=[C:16]4[O:21][C@H:6]5[C:7]([CH:9]=[CH:10][C@:11]2([OH:22])[C@:5]5([C:15]=34)[CH2:4][CH2:3]1)=[O:8].C(=O)([O-])[O-].[K+].[K+].[I-].[K+].BrC[CH:33]1[CH2:36][CH2:35][CH2:34]1. Product: [CH2:33]1[CH2:36][CH:35]([CH2:1][N:2]2[C@@H:12]3[CH2:13][C:14]4[CH:19]=[CH:18][C:17]([OH:20])=[C:16]5[O:21][C@H:6]6[C:7]([CH2:9][CH2:10][C@:11]3([OH:22])[C@:5]6([C:15]=45)[CH2:4][CH2:3]2)=[O:8])[CH2:34]1. The catalyst class is: 44. (3) Reactant: F[C:2]1[CH:3]=[C:4]([CH:7]=[CH:8][C:9]=1[CH:10]=O)[C:5]#[N:6].CS(C)=O.C(N(CC)CC)C.[SH:23][CH2:24][C:25]([O:27][CH3:28])=[O:26]. Product: [C:5]([C:4]1[CH:7]=[CH:8][C:9]2[CH:10]=[C:24]([C:25]([O:27][CH3:28])=[O:26])[S:23][C:2]=2[CH:3]=1)#[N:6]. The catalyst class is: 6. (4) Product: [Cl-:1].[Cl-:1].[CH3:16][Si:17]([CH3:27])([CH3:26])[O:18][CH2:19][CH2:20][C:4]1([Zr+2:9])[CH:8]=[CH:7][CH:6]=[CH:5]1. The catalyst class is: 11. Reactant: [Cl-:1].[Cl-].[Cl-].[CH:4]1([Zr+3:9])[CH:8]=[CH:7][CH:6]=[CH:5]1.C(COC)OC.[CH3:16][Si:17]([CH3:27])([CH3:26])[O:18][CH2:19][CH2:20][C-]1C=CC=C1.[K+]. (5) Reactant: Cl[C:2]1[N:7]=[C:6]([CH2:8][CH2:9][C:10]2[CH:15]=[CH:14][CH:13]=[CH:12][C:11]=2[C:16]2([C:19]([NH2:21])=[O:20])[CH2:18][CH2:17]2)[C:5]([Cl:22])=[CH:4][N:3]=1.O.[CH3:24][N:25]1[CH2:30][CH2:29][CH:28]([N:31]2[CH:35]=[C:34]([NH2:36])[CH:33]=[N:32]2)[CH2:27][CH2:26]1. Product: [Cl:22][C:5]1[C:6]([CH2:8][CH2:9][C:10]2[CH:15]=[CH:14][CH:13]=[CH:12][C:11]=2[C:16]2([C:19]([NH2:21])=[O:20])[CH2:18][CH2:17]2)=[N:7][C:2]([NH:36][C:34]2[CH:33]=[N:32][N:31]([CH:28]3[CH2:29][CH2:30][N:25]([CH3:24])[CH2:26][CH2:27]3)[CH:35]=2)=[N:3][CH:4]=1. The catalyst class is: 5. (6) Reactant: [C:1]1([C:7]2[O:11][N:10]=[CH:9][C:8]=2[CH2:12][CH2:13][C:14]([OH:16])=O)[CH:6]=[CH:5][CH:4]=[CH:3][CH:2]=1.[CH2:17]([N:19](CC)CC)[CH3:18].C(Cl)(=O)OCC.C(N)C. Product: [CH2:17]([NH:19][C:14](=[O:16])[CH2:13][CH2:12][C:8]1[CH:9]=[N:10][O:11][C:7]=1[C:1]1[CH:2]=[CH:3][CH:4]=[CH:5][CH:6]=1)[CH3:18]. The catalyst class is: 132. (7) Reactant: C([Li])CCC.[Cl:6][C:7]1[CH:12]=[CH:11][CH:10]=[CH:9][C:8]=1[C@H:13]1[O:15][C@:14]1([CH2:24][N:25]1[CH:29]=[N:28][CH:27]=[N:26]1)[C:16]1[CH:21]=[CH:20][C:19]([F:22])=[C:18]([F:23])[CH:17]=1.[CH3:30][S:31]SC.[Cl-].[NH4+]. Product: [Cl:6][C:7]1[CH:12]=[CH:11][CH:10]=[CH:9][C:8]=1[C@H:13]1[O:15][C@:14]1([CH2:24][N:25]1[C:29]([S:31][CH3:30])=[N:28][CH:27]=[N:26]1)[C:16]1[CH:21]=[CH:20][C:19]([F:22])=[C:18]([F:23])[CH:17]=1. The catalyst class is: 7. (8) Reactant: [CH3:1][NH:2][CH2:3][CH2:4][C:5]1[CH:10]=[CH:9][CH:8]=[CH:7][C:6]=1[N+:11]([O-])=O. Product: [CH3:1][NH:2][CH2:3][CH2:4][C:5]1[CH:10]=[CH:9][CH:8]=[CH:7][C:6]=1[NH2:11]. The catalyst class is: 171. (9) Reactant: N[C:2]1[C:3]2[C@H:51]3[CH2:52][C@H:50]3[C:49]([F:54])([F:53])[C:4]=2[N:5]([CH2:7][C:8]([NH:10][C@H:11]([C:21]2[C:26]([C:27]3[CH:28]=[CH:29][C:30]([Cl:42])=[C:31]4[C:35]=3[N:34]([CH3:36])[N:33]=[C:32]4[NH:37][S:38]([CH3:41])(=[O:40])=[O:39])=[CH:25][CH:24]=[C:23]([C:43]#[C:44][C:45]([OH:48])([CH3:47])[CH3:46])[N:22]=2)[CH2:12][C:13]2[CH:18]=[C:17]([F:19])[CH:16]=[C:15]([F:20])[CH:14]=2)=[O:9])[N:6]=1.[Cl-:55].[Li+].N(OCCC(C)C)=O. Product: [Cl:42][C:30]1[CH:29]=[CH:28][C:27]([C:26]2[C:21]([C@@H:11]([NH:10][C:8](=[O:9])[CH2:7][N:5]3[C:4]4[C:49]([F:54])([F:53])[C@@H:50]5[CH2:52][C@@H:51]5[C:3]=4[C:2]([Cl:55])=[N:6]3)[CH2:12][C:13]3[CH:14]=[C:15]([F:20])[CH:16]=[C:17]([F:19])[CH:18]=3)=[N:22][C:23]([C:43]#[C:44][C:45]([OH:48])([CH3:46])[CH3:47])=[CH:24][CH:25]=2)=[C:35]2[C:31]=1[C:32]([NH:37][S:38]([CH3:41])(=[O:40])=[O:39])=[N:33][N:34]2[CH3:36]. The catalyst class is: 10. (10) Reactant: [NH:1]1[CH2:6][CH2:5][C:4]2([O:11][C:10](=[O:12])[NH:9][C:8]3[CH:13]=[CH:14][CH:15]=[CH:16][C:7]2=3)[CH2:3][CH2:2]1.[C:17]1(=O)[CH2:23][CH2:22][CH2:21][CH2:20][CH2:19][CH2:18]1.C(O)(=O)C.C(O[BH-](OC(=O)C)OC(=O)C)(=O)C.[Na+]. Product: [CH:17]1([N:1]2[CH2:2][CH2:3][C:4]3([O:11][C:10](=[O:12])[NH:9][C:8]4[CH:13]=[CH:14][CH:15]=[CH:16][C:7]3=4)[CH2:5][CH2:6]2)[CH2:23][CH2:22][CH2:21][CH2:20][CH2:19][CH2:18]1. The catalyst class is: 417.